This data is from Catalyst prediction with 721,799 reactions and 888 catalyst types from USPTO. The task is: Predict which catalyst facilitates the given reaction. (1) Reactant: [H-].[Na+].[C:3]([CH2:5][C:6]([NH2:8])=[O:7])#[N:4].CN([CH:12]=[C:13]([C:20](=O)[CH3:21])[C:14]([O:16][CH:17]([CH3:19])[CH3:18])=[O:15])C. Product: [C:3]([C:5]1[C:6](=[O:7])[NH:8][C:20]([CH3:21])=[C:13]([C:14]([O:16][CH:17]([CH3:19])[CH3:18])=[O:15])[CH:12]=1)#[N:4]. The catalyst class is: 1. (2) Reactant: [C:1]([C:4]1[CH:9]=[CH:8][CH:7]=[CH:6][CH:5]=1)(=O)[CH3:2].[Br:10][C:11]1[CH:18]=[CH:17][C:14]([CH:15]=O)=[CH:13][CH:12]=1.C[O-].[Na+].Cl.[C:23]([NH2:31])(=[NH:30])[C:24]1[CH:29]=[CH:28][CH:27]=[CH:26][CH:25]=1.[OH-].[Na+]. Product: [Br:10][C:11]1[CH:18]=[CH:17][C:14]([C:15]2[CH:2]=[C:1]([C:4]3[CH:9]=[CH:8][CH:7]=[CH:6][CH:5]=3)[N:31]=[C:23]([C:24]3[CH:29]=[CH:28][CH:27]=[CH:26][CH:25]=3)[N:30]=2)=[CH:13][CH:12]=1. The catalyst class is: 8.